From a dataset of Reaction yield outcomes from USPTO patents with 853,638 reactions. Predict the reaction yield, written as a fraction of the theoretical maximum amount of product (1.0 means a 100% yield; for example, 0.34 means a 34% yield). (1) The reactants are COC1C=CC(C[N:8]2[C:12]3[N:13]=[CH:14][C:15]4[CH2:16][N:17]([C:21](=[O:29])[CH2:22][C:23]5[CH:28]=[CH:27][CH:26]=[CH:25][CH:24]=5)[CH2:18][CH2:19][C:20]=4[C:11]=3[CH:10]=[N:9]2)=CC=1.FC(F)(F)C(O)=O.C1(C)C=CC=CC=1. The catalyst is ClCCl. The product is [CH:10]1[C:11]2[C:20]3[CH2:19][CH2:18][N:17]([C:21](=[O:29])[CH2:22][C:23]4[CH:28]=[CH:27][CH:26]=[CH:25][CH:24]=4)[CH2:16][C:15]=3[CH:14]=[N:13][C:12]=2[NH:8][N:9]=1. The yield is 0.180. (2) The reactants are [N:1]1([C:7]2[C:8]3[CH:31]=[CH:30][N:29]([CH2:32][CH:33]=O)[C:9]=3[N:10]=[C:11]([C:13]3[CH:18]=[CH:17][C:16]([NH:19][C:20]([NH:22][C:23]4[CH:28]=[CH:27][N:26]=[CH:25][CH:24]=4)=[O:21])=[CH:15][CH:14]=3)[N:12]=2)[CH2:6][CH2:5][O:4][CH2:3][CH2:2]1.[F:35][C:36]1[CH:42]=[CH:41][C:39]([NH2:40])=[CH:38][CH:37]=1. No catalyst specified. The product is [F:35][C:36]1[CH:42]=[CH:41][C:39]([NH:40][CH2:33][CH2:32][N:29]2[C:9]3[N:10]=[C:11]([C:13]4[CH:14]=[CH:15][C:16]([NH:19][C:20]([NH:22][C:23]5[CH:24]=[CH:25][N:26]=[CH:27][CH:28]=5)=[O:21])=[CH:17][CH:18]=4)[N:12]=[C:7]([N:1]4[CH2:6][CH2:5][O:4][CH2:3][CH2:2]4)[C:8]=3[CH:31]=[CH:30]2)=[CH:38][CH:37]=1. The yield is 0.230.